This data is from Full USPTO retrosynthesis dataset with 1.9M reactions from patents (1976-2016). The task is: Predict the reactants needed to synthesize the given product. Given the product [F:24][C:21]([F:22])([F:23])[C:3]1[C:2]([C:25]#[N:26])=[CH:7][CH:6]=[C:5]2[C:4]=1[CH:15]=[CH:16][NH:8]2, predict the reactants needed to synthesize it. The reactants are: Cl[C:2]1[CH:7]=[CH:6][C:5]([NH:8]C(=O)C(C)(C)C)=[C:4]([C:15]#[C:16][Si](C)(C)C)[C:3]=1[C:21]([F:24])([F:23])[F:22].[C:25]([Cu])#[N:26].[OH-].[NH4+].